From a dataset of Full USPTO retrosynthesis dataset with 1.9M reactions from patents (1976-2016). Predict the reactants needed to synthesize the given product. (1) Given the product [Cl:1][C:2]1[CH:7]=[CH:6][C:5]([C:8]2[S:12][C:11]([CH2:13][CH3:14])=[C:10]([CH:15]3[C:23](=[O:24])[CH:22]4[CH:17]([CH:18]5[O:25][CH:21]4[CH2:20][CH2:19]5)[C:16]3=[O:26])[CH:9]=2)=[CH:4][CH:3]=1, predict the reactants needed to synthesize it. The reactants are: [Cl:1][C:2]1[CH:7]=[CH:6][C:5]([C:8]2[S:12][C:11]([CH2:13][CH3:14])=[C:10]([CH:15]3[C:23](=[O:24])[CH:22]4[CH:17]([CH:18]5[O:25][CH:21]4[CH:20]=[CH:19]5)[C:16]3=[O:26])[CH:9]=2)=[CH:4][CH:3]=1. (2) Given the product [CH3:27][O:28][C:29]1[CH:30]=[C:31]([S:35]([NH:26][C:22]2[CH:21]=[C:20]([C:19]#[C:18][C:17]3[CH:16]=[N:15][N:5]4[CH:6]=[C:7]([C:9]5[CH:10]=[N:11][N:12]([CH3:14])[CH:13]=5)[CH:8]=[C:3]([O:2][CH3:1])[C:4]=34)[CH:25]=[CH:24][N:23]=2)(=[O:37])=[O:36])[CH:32]=[CH:33][CH:34]=1, predict the reactants needed to synthesize it. The reactants are: [CH3:1][O:2][C:3]1[C:4]2[N:5]([N:15]=[CH:16][C:17]=2[C:18]#[C:19][C:20]2[CH:25]=[CH:24][N:23]=[C:22]([NH2:26])[CH:21]=2)[CH:6]=[C:7]([C:9]2[CH:10]=[N:11][N:12]([CH3:14])[CH:13]=2)[CH:8]=1.[CH3:27][O:28][C:29]1[CH:30]=[C:31]([S:35](Cl)(=[O:37])=[O:36])[CH:32]=[CH:33][CH:34]=1. (3) Given the product [Br:1][C:2]1[CH:9]=[CH:8][C:7]([N+:10]([O-:12])=[O:11])=[C:4]([CH:3]=1)[CH:5]=[O:6], predict the reactants needed to synthesize it. The reactants are: [Br:1][C:2]1[CH:3]=[C:4]([CH:7]=[CH:8][CH:9]=1)[CH:5]=[O:6].[N+:10]([O-])([O-:12])=[O:11].[K+]. (4) Given the product [Cl:33][C:28]1[CH:29]=[N:30][CH:31]=[CH:32][C:27]=1[C:18]1[C:17]([C:9]2[CH:10]=[CH:11][N:12]=[CH:13][CH:14]=2)=[CH:22][C:21]([N+:23]([O-:25])=[O:24])=[C:20]([NH2:26])[N:19]=1, predict the reactants needed to synthesize it. The reactants are: CC1(C)C(C)(C)OB([C:9]2[CH:14]=[CH:13][N:12]=[CH:11][CH:10]=2)O1.Br[C:17]1[C:18]([C:27]2[CH:32]=[CH:31][N:30]=[CH:29][C:28]=2[Cl:33])=[N:19][C:20]([NH2:26])=[C:21]([N+:23]([O-:25])=[O:24])[CH:22]=1. (5) The reactants are: [CH3:1][CH:2]([C:8](=O)[CH2:9][C:10](=O)[CH3:11])[C:3]([O:5][CH2:6][CH3:7])=[O:4].[NH2:14][NH2:15]. Given the product [CH3:11][C:10]1[CH:9]=[C:8]([CH:2]([CH3:1])[C:3]([O:5][CH2:6][CH3:7])=[O:4])[NH:15][N:14]=1, predict the reactants needed to synthesize it.